From a dataset of Drug-target binding data from BindingDB using IC50 measurements. Regression. Given a target protein amino acid sequence and a drug SMILES string, predict the binding affinity score between them. We predict pIC50 (pIC50 = -log10(IC50 in M); higher means more potent). Dataset: bindingdb_ic50. (1) The small molecule is COc1cc(O)c(-c2c(O)cc(OC)c3c2ccc2cc(O)ccc23)c2ccc3cc(O)ccc3c12. The target protein sequence is MREIVSCQAGQCGNQIGSKFWEVIADEHGVDPTGSYQGDSDLQ. The pIC50 is 4.5. (2) The small molecule is Cc1ncc(C)n2nc(/C=C/c3ccc4cc(OC(F)(F)F)ccc4n3)nc12. The target protein sequence is ICTSEEWQGLMQFTLPVRLCKEIELFHFDIGPFENMWPGIFVYMVHRSCGTSCFELEKLCRFIMSVKKNYRRVPYHNWKHAVTVAHCMYAILQNNHTLFTDLERKGLLIACLCHDLDHRGFSNSYLQKFDHPLAALYSTSTMEQHHFSQTVSILQLEGHNIFSTLSSSEYEQVLEIIRKAIIATDLALYFGNRKQLEEMYQTGSLNLNNQSHRDRVIGLMMTACDLCSVTKLWPVTKLTANDIYAEFWAEGDEMKKLGIQPIPMMDRDKKDEVPQGQLGFYNAVAIPCYTTLTQILPPTEPLLKACRDNLSQWEKVIRGEETATWISSPSVAQKAAASED. The pIC50 is 5.5. (3) The compound is O=C(O)CSC(CC(=O)c1ccc(Cl)cc1)c1ccccc1Sc1ccc(Cl)cc1. The target protein sequence is MHKFRYSLHQHYSKRNSSDKSKDSPISQNSNEENDSTKLSSSSLQDLHDDLDDIYNNYTLAQGTNNNSVDTLDSENNQAINKFIDKPPAIHGMEPQLPVMHVSSRLSSLGNTTNETGESIAKSAPGTPLSSHSFDFRPHHPRAVTNSSLNVLLDTPNVSSEFNHLVDQTPPNESVERFDDSNNTVDNTEEEENNDDTDEIPKSETLKQNEENWEKKGAAVKTIKTMDGEMKTIRRNVTDFKFGKELGEGSYSTVILATDKITGKQYAVKVLDKRHIIKEKKVKYVNIEKHALNRLSNRLGVISLYFTFQDKDSLYFVLDYASNGELLTLIKRYNTLNEECTRHFGAQILDAIKYMHDNGVIHRDLKPENILLDDKMRIQITDFGTARLLEKKNDESEEYPVDVRAKSFVGTAEYVSPELLENKYCGKPGDVWAFGCIIYQMIAGKPPFKATNEYLTFQKITKLQFAFSAGFPTIIRDLIKKILVLQPSRRATIPEIQKHY.... The pIC50 is 4.8.